Dataset: Peptide-MHC class I binding affinity with 185,985 pairs from IEDB/IMGT. Task: Regression. Given a peptide amino acid sequence and an MHC pseudo amino acid sequence, predict their binding affinity value. This is MHC class I binding data. (1) The peptide sequence is KIIQKPYQL. The MHC is H-2-Dd with pseudo-sequence H-2-Dd. The binding affinity (normalized) is 0.0278. (2) The peptide sequence is EVTARWLWGF. The MHC is HLA-A26:01 with pseudo-sequence HLA-A26:01. The binding affinity (normalized) is 0.678. (3) The peptide sequence is GRAAICGKY. The MHC is HLA-B27:05 with pseudo-sequence HLA-B27:05. The binding affinity (normalized) is 0.682. (4) The peptide sequence is HTASGEHSL. The MHC is HLA-A30:01 with pseudo-sequence HLA-A30:01. The binding affinity (normalized) is 0.164.